This data is from Catalyst prediction with 721,799 reactions and 888 catalyst types from USPTO. The task is: Predict which catalyst facilitates the given reaction. (1) Reactant: [F:1][C:2]1[CH:3]=[CH:4][C:5]2[N:9]=[CH:8][N:7]([CH2:10][C:11]([OH:13])=O)[C:6]=2[C:14]=1[F:15].Cl.[NH2:17][CH2:18][C:19]1[CH:24]=[CH:23][C:22]([C:25]([CH3:29])([CH3:28])[C:26]#[N:27])=[C:21]([F:30])[CH:20]=1.CCN(CC)CC.CN(C(ON1N=NC2C=CC=NC1=2)=[N+](C)C)C.F[P-](F)(F)(F)(F)F. Product: [C:26]([C:25]([C:22]1[CH:23]=[CH:24][C:19]([CH2:18][NH:17][C:11](=[O:13])[CH2:10][N:7]2[C:6]3[C:14]([F:15])=[C:2]([F:1])[CH:3]=[CH:4][C:5]=3[N:9]=[CH:8]2)=[CH:20][C:21]=1[F:30])([CH3:29])[CH3:28])#[N:27]. The catalyst class is: 3. (2) Reactant: [CH2:1]([N:5]([CH2:25][CH2:26][CH2:27][CH3:28])[C:6]1[CH:11]=[CH:10][C:9]([CH:12]=[CH:13][CH:14]=[CH:15][C:16]2[S:20][C:19]([CH:21]=O)=[CH:18][CH:17]=2)=[C:8]([O:23][CH3:24])[CH:7]=1)[CH2:2][CH2:3][CH3:4].[C:29]([C:31]1[C:32](=[C:47]([C:50]#[N:51])[C:48]#[N:49])[O:33][C:34]([C:41]2[CH:46]=[CH:45][CH:44]=[CH:43][CH:42]=2)([C:37]([F:40])([F:39])[F:38])[C:35]=1[CH3:36])#[N:30]. Product: [CH2:25]([N:5]([CH2:1][CH2:2][CH2:3][CH3:4])[C:6]1[CH:11]=[CH:10][C:9]([CH:12]=[CH:13][CH:14]=[CH:15][C:16]2[S:20][C:19]([CH:21]=[CH:36][C:35]3[C:34]([C:41]4[CH:46]=[CH:45][CH:44]=[CH:43][CH:42]=4)([C:37]([F:40])([F:38])[F:39])[O:33][C:32](=[C:47]([C:50]#[N:51])[C:48]#[N:49])[C:31]=3[C:29]#[N:30])=[CH:18][CH:17]=2)=[C:8]([O:23][CH3:24])[CH:7]=1)[CH2:26][CH2:27][CH3:28]. The catalyst class is: 8. (3) Reactant: [Cl:1][C:2]1[CH:18]=[C:17]([Cl:19])[CH:16]=[CH:15][C:3]=1[CH2:4][N:5]1[C:9]([CH:10]=O)=[CH:8][C:7]([CH:12]([CH3:14])[CH3:13])=[N:6]1.C(OP([CH2:28][C:29]([O:31][CH2:32][CH3:33])=[O:30])(OCC)=O)C.[H-].[Na+].O. Product: [Cl:1][C:2]1[CH:18]=[C:17]([Cl:19])[CH:16]=[CH:15][C:3]=1[CH2:4][N:5]1[C:9](/[CH:10]=[CH:28]/[C:29]([O:31][CH2:32][CH3:33])=[O:30])=[CH:8][C:7]([CH:12]([CH3:14])[CH3:13])=[N:6]1. The catalyst class is: 213. (4) Reactant: [Br:1][C:2]1[CH:3]=[C:4]2[C:9](=[CH:10][CH:11]=1)[NH:8][C:7](=O)[N:6]=[C:5]2[C:13]1[CH:18]=[CH:17][N:16]=[CH:15][CH:14]=1.S(Cl)([Cl:21])=O.CN(C=O)C. Product: [Br:1][C:2]1[CH:3]=[C:4]2[C:9](=[CH:10][CH:11]=1)[N:8]=[C:7]([Cl:21])[N:6]=[C:5]2[C:13]1[CH:18]=[CH:17][N:16]=[CH:15][CH:14]=1. The catalyst class is: 81.